Predict the reactants needed to synthesize the given product. From a dataset of Full USPTO retrosynthesis dataset with 1.9M reactions from patents (1976-2016). (1) The reactants are: [Si:1]([O:8][CH2:9][C@H:10]1[O:14][C:13]([CH3:16])([CH3:15])[N:12]([C:17]([O:19][C:20]([CH3:23])([CH3:22])[CH3:21])=[O:18])[C@H:11]1[CH2:24][C:25]1[N:26]=[CH:27][S:28][CH:29]=1)([C:4]([CH3:7])([CH3:6])[CH3:5])([CH3:3])[CH3:2].C([Li])CCC.[Si:35](Cl)([C:38]([CH3:41])([CH3:40])[CH3:39])([CH3:37])[CH3:36]. Given the product [Si:35]([C:27]1[S:28][CH:29]=[C:25]([CH2:24][C@H:11]2[C@@H:10]([CH2:9][O:8][Si:1]([C:4]([CH3:5])([CH3:6])[CH3:7])([CH3:2])[CH3:3])[O:14][C:13]([CH3:15])([CH3:16])[N:12]2[C:17]([O:19][C:20]([CH3:21])([CH3:23])[CH3:22])=[O:18])[N:26]=1)([C:38]([CH3:41])([CH3:40])[CH3:39])([CH3:37])[CH3:36], predict the reactants needed to synthesize it. (2) Given the product [CH3:25][S:22]([N:18]1[CH2:17][C@@H:16]2[CH2:21][C@H:19]1[CH2:20][NH:15]2)(=[O:23])=[O:24], predict the reactants needed to synthesize it. The reactants are: C(O)(C(F)(F)F)=O.C(OC([N:15]1[CH2:20][C@@H:19]2[CH2:21][C@H:16]1[CH2:17][N:18]2[S:22]([CH3:25])(=[O:24])=[O:23])=O)(C)(C)C.